Dataset: TCR-epitope binding with 47,182 pairs between 192 epitopes and 23,139 TCRs. Task: Binary Classification. Given a T-cell receptor sequence (or CDR3 region) and an epitope sequence, predict whether binding occurs between them. The epitope is QVPLRPMTYK. The TCR CDR3 sequence is CASSLVPNTGELFF. Result: 0 (the TCR does not bind to the epitope).